From a dataset of Full USPTO retrosynthesis dataset with 1.9M reactions from patents (1976-2016). Predict the reactants needed to synthesize the given product. (1) Given the product [CH3:27][C@H:28]1[CH2:33][CH2:24][C@H:25]([NH:21][C:14]([C:9]2[CH:8]=[CH:7][CH:6]=[C:5]3[C:10]=2[N:1]=[CH:2][CH:3]=[CH:4]3)=[O:15])[CH2:30][CH2:29]1, predict the reactants needed to synthesize it. The reactants are: [N:1]1[C:10]2[C:5](=[CH:6][CH:7]=[CH:8][CH:9]=2)[C:4](C(O)=O)=[CH:3][CH:2]=1.[C:14]([N:21]1[CH:25]=[CH:24]N=C1)(N1C=CN=C1)=[O:15].Cl.[CH3:27][C@H:28]1[CH2:33]C[C@H](N)[CH2:30][CH2:29]1.C(N(CC)C(C)C)(C)C. (2) Given the product [CH2:1]([N:8]1[CH2:9][CH:10]=[C:11]([C:15]2[CH:16]=[CH:17][C:18]([Br:21])=[CH:19][CH:20]=2)[CH2:12][CH2:13]1)[C:2]1[CH:3]=[CH:4][CH:5]=[CH:6][CH:7]=1, predict the reactants needed to synthesize it. The reactants are: [CH2:1]([N:8]1[CH2:13][CH2:12][C:11]([C:15]2[CH:20]=[CH:19][C:18]([Br:21])=[CH:17][CH:16]=2)(O)[CH2:10][CH2:9]1)[C:2]1[CH:7]=[CH:6][CH:5]=[CH:4][CH:3]=1.O.C1(C)C=CC(S(O)(=O)=O)=CC=1.O.[OH-].[Na+]. (3) Given the product [CH:1]([NH:4][C:5]1[O:10][C:9]([C:11]2[CH:12]=[C:13]3[C:17](=[CH:18][CH:19]=2)[NH:16][CH:15]=[C:14]3[N+:20]([O-:22])=[O:21])=[N:8][N:7]=1)([CH3:3])[CH3:2], predict the reactants needed to synthesize it. The reactants are: [CH:1]([NH:4][C:5]([NH:7][NH:8][C:9]([C:11]1[CH:12]=[C:13]2[C:17](=[CH:18][CH:19]=1)[NH:16][CH:15]=[C:14]2[N+:20]([O-:22])=[O:21])=[O:10])=S)([CH3:3])[CH3:2].CCN=C=NCCCN(C)C.Cl. (4) Given the product [Cl:24][C:17]1[CH:16]=[C:15]2[C:20](=[CH:19][C:18]=1[Cl:23])[C@H:21]([OH:22])[N:13]([CH:10]1[CH2:11][CH2:12][CH:8]([OH:7])[CH2:9]1)[C@@H:14]2[OH:25], predict the reactants needed to synthesize it. The reactants are: Cl.C([Si](C)(C)[O:7][C@@H:8]1[CH2:12][CH2:11][C@H:10]([N:13]2[C:21](=[O:22])[C:20]3[C:15](=[CH:16][C:17]([Cl:24])=[C:18]([Cl:23])[CH:19]=3)[C:14]2=[O:25])[CH2:9]1)(C)(C)C. (5) Given the product [C:14]1([CH2:13][CH2:12][CH2:11][CH:10]([NH:20][C:21](=[O:33])[CH2:22][N:23]([C:25]([CH:27]2[CH2:28][CH2:29][N:30]([CH2:36][C@@H:35]([OH:34])[CH2:37][O:38][C:39]3[CH:48]=[CH:47][CH:46]=[C:45]4[C:40]=3[CH:41]=[CH:42][CH:43]=[N:44]4)[CH2:31][CH2:32]2)=[O:26])[CH3:24])[CH2:9][CH2:8][CH2:7][C:1]2[CH:2]=[CH:3][CH:4]=[CH:5][CH:6]=2)[CH:15]=[CH:16][CH:17]=[CH:18][CH:19]=1, predict the reactants needed to synthesize it. The reactants are: [C:1]1([CH2:7][CH2:8][CH2:9][CH:10]([NH:20][C:21](=[O:33])[CH2:22][N:23]([C:25]([CH:27]2[CH2:32][CH2:31][NH:30][CH2:29][CH2:28]2)=[O:26])[CH3:24])[CH2:11][CH2:12][CH2:13][C:14]2[CH:19]=[CH:18][CH:17]=[CH:16][CH:15]=2)[CH:6]=[CH:5][CH:4]=[CH:3][CH:2]=1.[O:34]1[CH2:36][C@@H:35]1[CH2:37][O:38][C:39]1[CH:48]=[CH:47][CH:46]=[C:45]2[C:40]=1[CH:41]=[CH:42][CH:43]=[N:44]2. (6) Given the product [CH2:1]([O:8][C:9]1[CH:14]=[CH:13][C:12]([C:15](=[O:17])[CH:16]=[CH:33][C:32]2[S:31][C:30]([C:35]3[CH:36]=[CH:37][C:38]([C:41]([F:44])([F:42])[F:43])=[CH:39][CH:40]=3)=[N:29][C:28]=2[CH3:27])=[CH:11][C:10]=1[CH3:18])[C:2]1[CH:3]=[CH:4][CH:5]=[CH:6][CH:7]=1, predict the reactants needed to synthesize it. The reactants are: [CH2:1]([O:8][C:9]1[CH:14]=[CH:13][C:12]([C:15](=[O:17])[CH3:16])=[CH:11][C:10]=1[CH3:18])[C:2]1[CH:7]=[CH:6][CH:5]=[CH:4][CH:3]=1.C([N-]C(C)C)(C)C.[Li+].[CH3:27][C:28]1[N:29]=[C:30]([C:35]2[CH:40]=[CH:39][C:38]([C:41]([F:44])([F:43])[F:42])=[CH:37][CH:36]=2)[S:31][C:32]=1[CH:33]=O.C1(C)C(S(O)(=O)=O)=CC=CC=1. (7) The reactants are: [Br:1][C:2]1[CH:3]=[C:4]2[C:13](=[CH:14][CH:15]=1)[C:12]([CH3:17])([CH3:16])[CH2:11][CH:10]1[C:5]2=[CH:6][C:7](=[O:18])[CH2:8][CH2:9]1. Given the product [Br:1][C:2]1[CH:3]=[C:4]2[C:13](=[CH:14][CH:15]=1)[C:12]([CH3:16])([CH3:17])[CH2:11][C:10]1[CH:9]=[CH:8][C:7]([OH:18])=[CH:6][C:5]2=1, predict the reactants needed to synthesize it. (8) The reactants are: [O:1]1[CH2:5][CH2:4][O:3][CH:2]1[CH2:6][O:7][C:8]1[CH:13]=[CH:12][C:11](I)=[CH:10][CH:9]=1.C[Si]([C:19]#[CH:20])(C)C.N1C=CC=CC=1. Given the product [O:1]1[CH2:5][CH2:4][O:3][CH:2]1[CH2:6][O:7][C:8]1[CH:13]=[CH:12][C:11]([C:19]#[CH:20])=[CH:10][CH:9]=1, predict the reactants needed to synthesize it. (9) Given the product [N:25]1[CH:26]=[CH:27][CH:28]=[C:23]([C:20]([OH:21])([CH3:22])[CH2:19][N:6]2[C:7]3[CH:8]=[CH:9][C:10]([CH3:13])=[CH:11][C:12]=3[C:4]3[CH2:3][N:2]([CH3:1])[CH:15]([CH3:16])[CH2:14][C:5]2=3)[CH:24]=1, predict the reactants needed to synthesize it. The reactants are: [CH3:1][N:2]1[CH:15]([CH3:16])[CH2:14][C:5]2[NH:6][C:7]3[CH:8]=[CH:9][C:10]([CH3:13])=[CH:11][C:12]=3[C:4]=2[CH2:3]1.[H-].[Na+].[CH3:19][C:20]1([C:23]2[CH:24]=[N:25][CH:26]=[CH:27][CH:28]=2)[CH2:22][O:21]1.